From a dataset of Forward reaction prediction with 1.9M reactions from USPTO patents (1976-2016). Predict the product of the given reaction. Given the reactants Cl[C:2]1[N:3]=[C:4]([S:13][CH3:14])[N:5]=[N:6][C:7]=1[C:8]([O:10][CH2:11][CH3:12])=[O:9].[NH2:15][C:16]1[CH:21]=[CH:20][C:19]([CH3:22])=[CH:18][CH:17]=1.CCN(C(C)C)C(C)C.CCOC(C)=O, predict the reaction product. The product is: [CH3:14][S:13][C:4]1[N:5]=[N:6][C:7]([C:8]([O:10][CH2:11][CH3:12])=[O:9])=[C:2]([NH:15][C:16]2[CH:21]=[CH:20][C:19]([CH3:22])=[CH:18][CH:17]=2)[N:3]=1.